From a dataset of Catalyst prediction with 721,799 reactions and 888 catalyst types from USPTO. Predict which catalyst facilitates the given reaction. Reactant: [CH3:1][O:2][CH2:3][CH2:4][O:5][C:6]1[CH:7]=[C:8]2[C:12](=[C:13]([N:15]([CH3:25])[S:16]([C:19]3[CH:24]=[CH:23][CH:22]=[CH:21][N:20]=3)(=[O:18])=[O:17])[CH:14]=1)[NH:11][C:10]([C:26](O)=[O:27])=[CH:9]2.N1(O)C2C=CC=CC=2N=N1.[CH2:39]([S:46][C:47]([CH3:55])([CH:50]([O:53][CH3:54])[O:51][CH3:52])[CH2:48][NH2:49])[C:40]1[CH:45]=[CH:44][CH:43]=[CH:42][CH:41]=1.Cl.CN(C)CCCN=C=NCC. Product: [CH2:39]([S:46][C:47]([CH3:55])([CH:50]([O:51][CH3:52])[O:53][CH3:54])[CH2:48][NH:49][C:26]([C:10]1[NH:11][C:12]2[C:8]([CH:9]=1)=[CH:7][C:6]([O:5][CH2:4][CH2:3][O:2][CH3:1])=[CH:14][C:13]=2[N:15]([CH3:25])[S:16]([C:19]1[CH:24]=[CH:23][CH:22]=[CH:21][N:20]=1)(=[O:18])=[O:17])=[O:27])[C:40]1[CH:45]=[CH:44][CH:43]=[CH:42][CH:41]=1. The catalyst class is: 9.